Regression. Given a peptide amino acid sequence and an MHC pseudo amino acid sequence, predict their binding affinity value. This is MHC class II binding data. From a dataset of Peptide-MHC class II binding affinity with 134,281 pairs from IEDB. (1) The peptide sequence is NFRFMSKGGMRNVFD. The MHC is DRB1_0901 with pseudo-sequence DRB1_0901. The binding affinity (normalized) is 0.538. (2) The peptide sequence is DTVPRGYRIAARPGA. The MHC is HLA-DQA10501-DQB10301 with pseudo-sequence HLA-DQA10501-DQB10301. The binding affinity (normalized) is 0.162. (3) The peptide sequence is LTEHGCNRLKRMAVS. The MHC is HLA-DQA10303-DQB10402 with pseudo-sequence HLA-DQA10303-DQB10402. The binding affinity (normalized) is 0.268. (4) The peptide sequence is SQDIELSWNLNGLQAY. The MHC is HLA-DQA10101-DQB10501 with pseudo-sequence HLA-DQA10101-DQB10501. The binding affinity (normalized) is 0.605.